Dataset: Forward reaction prediction with 1.9M reactions from USPTO patents (1976-2016). Task: Predict the product of the given reaction. (1) Given the reactants [Cl:1][C:2]1[CH:10]=[C:9](I)[C:5]2[O:6][CH2:7][O:8][C:4]=2[C:3]=1[NH:12][C:13]1[C:22]2[C:17](=[CH:18][C:19]([O:25][CH2:26][CH2:27][CH2:28][N:29]3[CH2:34][CH2:33][N:32]([CH3:35])[C:31](=[O:36])[CH2:30]3)=[C:20]([O:23][CH3:24])[CH:21]=2)[N:16]=[CH:15][N:14]=1.[CH3:37][O:38][CH:39]([CH3:43])[CH2:40][C:41]#[CH:42].C(NC(C)C)(C)C.CN(C=O)C, predict the reaction product. The product is: [Cl:1][C:2]1[CH:10]=[C:9]([C:42]#[C:41][CH2:40][CH:39]([O:38][CH3:37])[CH3:43])[C:5]2[O:6][CH2:7][O:8][C:4]=2[C:3]=1[NH:12][C:13]1[C:22]2[C:17](=[CH:18][C:19]([O:25][CH2:26][CH2:27][CH2:28][N:29]3[CH2:34][CH2:33][N:32]([CH3:35])[C:31](=[O:36])[CH2:30]3)=[C:20]([O:23][CH3:24])[CH:21]=2)[N:16]=[CH:15][N:14]=1. (2) Given the reactants [C:1]([O:5][C:6]([NH:8][C@@H:9]([C:26]1[CH:31]=[CH:30][CH:29]=[CH:28][CH:27]=1)[C:10]1[CH:11]=[C:12]([CH:23]=[CH:24][CH:25]=1)[O:13][CH2:14][C:15]1[O:16][CH:17]=[C:18]([C:20]([OH:22])=[O:21])[N:19]=1)=[O:7])([CH3:4])([CH3:3])[CH3:2].[Cl:32][C:33]1[CH:34]=[N+:35]([O-:53])[CH:36]=[C:37]([Cl:52])[C:38]=1[CH2:39][C@@H:40]([C:42]1[CH:47]=[CH:46][C:45]([O:48][CH3:49])=[C:44]([O:50][CH3:51])[CH:43]=1)O.CCN=C=NCCCN(C)C.Cl, predict the reaction product. The product is: [Cl:52][C:37]1[CH:36]=[N+:35]([O-:53])[CH:34]=[C:33]([Cl:32])[C:38]=1[CH2:39][C@H:40]([O:21][C:20]([C:18]1[N:19]=[C:15]([CH2:14][O:13][C:12]2[CH:23]=[CH:24][CH:25]=[C:10]([C@@H:9]([NH:8][C:6]([O:5][C:1]([CH3:4])([CH3:2])[CH3:3])=[O:7])[C:26]3[CH:31]=[CH:30][CH:29]=[CH:28][CH:27]=3)[CH:11]=2)[O:16][CH:17]=1)=[O:22])[C:42]1[CH:47]=[CH:46][C:45]([O:48][CH3:49])=[C:44]([O:50][CH3:51])[CH:43]=1.